From a dataset of Full USPTO retrosynthesis dataset with 1.9M reactions from patents (1976-2016). Predict the reactants needed to synthesize the given product. (1) Given the product [CH3:26][N:25]([CH3:27])[C:23]1[CH:22]=[CH:21][N:20]=[C:19]([CH2:18][N:16]([CH2:15][C:10]2[N:9]=[C:8]([C:4]3[CH:3]=[C:2]([N:28]4[CH2:32][CH2:31][CH2:30][CH2:29]4)[CH:7]=[CH:6][N:5]=3)[CH:13]=[C:12]([OH:14])[CH:11]=2)[CH3:17])[CH:24]=1, predict the reactants needed to synthesize it. The reactants are: Cl[C:2]1[CH:7]=[CH:6][N:5]=[C:4]([C:8]2[CH:13]=[C:12]([OH:14])[CH:11]=[C:10]([CH2:15][N:16]([CH2:18][C:19]3[CH:24]=[C:23]([N:25]([CH3:27])[CH3:26])[CH:22]=[CH:21][N:20]=3)[CH3:17])[N:9]=2)[CH:3]=1.[NH:28]1[CH2:32][CH2:31][CH2:30][CH2:29]1. (2) Given the product [F:24][C:18]1[CH:19]=[C:20]([F:23])[CH:21]=[CH:22][C:17]=1[NH:16][C:13]1[CH:14]=[CH:15][C:10]([C:8]([C:6]2[CH:7]=[C:2]([C:36]#[C:35][CH2:34][N:31]3[CH2:32][CH2:33][N:28]([CH3:27])[CH2:29][CH2:30]3)[CH:3]=[CH:4][C:5]=2[O:25][CH3:26])=[O:9])=[CH:11][CH:12]=1, predict the reactants needed to synthesize it. The reactants are: Br[C:2]1[CH:3]=[CH:4][C:5]([O:25][CH3:26])=[C:6]([C:8]([C:10]2[CH:15]=[CH:14][C:13]([NH:16][C:17]3[CH:22]=[CH:21][C:20]([F:23])=[CH:19][C:18]=3[F:24])=[CH:12][CH:11]=2)=[O:9])[CH:7]=1.[CH3:27][N:28]1[CH2:33][CH2:32][N:31]([CH2:34][C:35]#[CH:36])[CH2:30][CH2:29]1.C([O-])([O-])=O.[Cs+].[Cs+].C(N(CC)C(C)C)(C)C. (3) Given the product [C:1]([C:3]1[C:4]([N:16]2[CH2:19][CH:18]([C:20](=[O:21])[NH:35][S:32]([CH2:31][C:25]3[CH:26]=[CH:27][C:28]([Cl:30])=[CH:29][C:24]=3[Cl:23])(=[O:33])=[O:34])[CH2:17]2)=[N:5][C:6]([O:14][CH3:15])=[C:7]([CH:8]=1)[C:9]([O:11][CH2:12][CH3:13])=[O:10])#[N:2], predict the reactants needed to synthesize it. The reactants are: [C:1]([C:3]1[C:4]([N:16]2[CH2:19][CH:18]([C:20](O)=[O:21])[CH2:17]2)=[N:5][C:6]([O:14][CH3:15])=[C:7]([C:9]([O:11][CH2:12][CH3:13])=[O:10])[CH:8]=1)#[N:2].[Cl:23][C:24]1[CH:29]=[C:28]([Cl:30])[CH:27]=[CH:26][C:25]=1[CH2:31][S:32]([NH2:35])(=[O:34])=[O:33]. (4) Given the product [Br:1][C:2]1[CH:3]=[C:4]([CH3:14])[C:5]([C:8]2[CH2:9][CH2:10][N:11]([C@H:20]3[CH2:19][CH2:18][O:17][C@H:16]3[CH3:15])[CH2:12][CH:13]=2)=[N:6][CH:7]=1.[Br:1][C:2]1[CH:3]=[C:4]([CH3:14])[C:5]([C:8]2[CH2:9][CH2:10][N:11]([C@@H:20]3[CH2:19][CH2:18][O:17][C@H:16]3[CH3:15])[CH2:12][CH:13]=2)=[N:6][CH:7]=1, predict the reactants needed to synthesize it. The reactants are: [Br:1][C:2]1[CH:3]=[C:4]([CH3:14])[C:5]([C:8]2[CH2:9][CH2:10][NH:11][CH2:12][CH:13]=2)=[N:6][CH:7]=1.[CH3:15][CH:16]1[C:20](=O)[CH2:19][CH2:18][O:17]1.C(O[BH-](OC(=O)C)OC(=O)C)(=O)C.[Na+].[OH-].[Na+]. (5) Given the product [CH3:14][C:10]1([OH:13])[CH2:11][CH2:12][N:8]([CH2:7][C:1]2[CH:2]=[CH:3][CH:4]=[CH:5][CH:6]=2)[CH2:9]1, predict the reactants needed to synthesize it. The reactants are: [C:1]1([CH2:7][N:8]2[CH2:12][CH2:11][C:10](=[O:13])[CH2:9]2)[CH:6]=[CH:5][CH:4]=[CH:3][CH:2]=1.[CH3:14][Mg+].[Br-]. (6) Given the product [F:1][C:2]1[C:3]([C:8]2[N:9]([CH2:13][C:14]3[N:19]=[CH:18][N:17]4[CH:25]=[N:21][N:20]=[C:16]4[C:15]=3[CH2:22][CH2:23][CH3:24])[CH:10]=[CH:11][N:12]=2)=[N:4][CH:5]=[CH:6][CH:7]=1, predict the reactants needed to synthesize it. The reactants are: [F:1][C:2]1[C:3]([C:8]2[N:9]([CH2:13][C:14]3[N:19]=[CH:18][N:17]=[C:16]([NH:20][NH2:21])[C:15]=3[CH2:22][CH2:23][CH3:24])[CH:10]=[CH:11][N:12]=2)=[N:4][CH:5]=[CH:6][CH:7]=1.[C:25](OC(OCC)OCC)(=O)C.C([O-])(O)=O.[Na+]. (7) Given the product [CH3:1][O:2][C:3]1[C:8]([CH:9]2[C:17]([C:14]3[S:15][CH:16]=[C:12]([CH3:11])[N:13]=3)=[C:18]([CH3:20])[NH:21][C:22]([CH3:26])=[C:23]2[C:24]#[N:25])=[CH:7][CH:6]=[CH:5][N:4]=1, predict the reactants needed to synthesize it. The reactants are: [CH3:1][O:2][C:3]1[C:8]([CH:9]=O)=[CH:7][CH:6]=[CH:5][N:4]=1.[CH3:11][C:12]1[N:13]=[C:14]([CH2:17][C:18]([CH3:20])=O)[S:15][CH:16]=1.[NH2:21]/[C:22](/[CH3:26])=[CH:23]\[C:24]#[N:25]. (8) Given the product [CH3:15][Si:16]([CH3:43])([CH3:42])[CH2:17][CH2:18][S:19]([N:22]1[CH2:27][CH2:26][CH2:25][CH:24]([CH:28]([O:36][CH2:37][CH2:38][CH2:39][O:40][CH3:41])[C:29]2[CH:34]=[CH:33][CH:32]=[CH:31][C:30]=2[CH2:2][CH2:1][CH:3]2[CH2:8][CH2:7][CH2:6][CH2:5][CH2:4]2)[CH2:23]1)(=[O:21])=[O:20], predict the reactants needed to synthesize it. The reactants are: [CH:1]([CH:3]1[CH2:8][CH2:7][CH2:6][CH2:5][CH2:4]1)=[CH2:2].C([O-])([O-])=O.[Cs+].[Cs+].[CH3:15][Si:16]([CH3:43])([CH3:42])[CH2:17][CH2:18][S:19]([N:22]1[CH2:27][CH2:26][CH2:25][CH:24]([CH:28]([O:36][CH2:37][CH2:38][CH2:39][O:40][CH3:41])[C:29]2[CH:34]=[CH:33][CH:32]=[CH:31][C:30]=2Br)[CH2:23]1)(=[O:21])=[O:20]. (9) Given the product [Br:1][C:2]1[CH:3]=[C:4]([CH:26]([OH:27])[CH:25]([C:17]2[C:18]([O:23][CH3:24])=[CH:19][CH:20]=[C:21]([F:22])[C:16]=2[Cl:15])[CH3:28])[C:5]([Cl:8])=[N:6][CH:7]=1, predict the reactants needed to synthesize it. The reactants are: [Br:1][C:2]1[CH:3]=[C:4](I)[C:5]([Cl:8])=[N:6][CH:7]=1.C([Mg]Cl)(C)C.[Cl:15][C:16]1[C:21]([F:22])=[CH:20][CH:19]=[C:18]([O:23][CH3:24])[C:17]=1[CH:25]([CH3:28])[CH:26]=[O:27].